Task: Predict the product of the given reaction.. Dataset: Forward reaction prediction with 1.9M reactions from USPTO patents (1976-2016) (1) Given the reactants [O:1]=[C:2]1[CH2:11][CH2:10][C:9]2[C:4](=[CH:5][CH:6]=[C:7](B(O)O)[CH:8]=2)[NH:3]1.Br[C:16]1[CH:17]=[C:18]([F:27])[C:19]([C:23]([F:26])([F:25])[F:24])=[C:20]([F:22])[CH:21]=1.O, predict the reaction product. The product is: [F:22][C:20]1[CH:21]=[C:16]([C:7]2[CH:8]=[C:9]3[C:4](=[CH:5][CH:6]=2)[NH:3][C:2](=[O:1])[CH2:11][CH2:10]3)[CH:17]=[C:18]([F:27])[C:19]=1[C:23]([F:24])([F:25])[F:26]. (2) Given the reactants [F:1][C:2]([F:16])([F:15])[C:3]1[O:7][N:6]=[C:5]([C:8]2[CH:9]=[C:10]([CH:12]=[CH:13][CH:14]=2)[NH2:11])[N:4]=1.[C:17]([C:19]1[CH:20]=[CH:21][C:22]([N:25]2[CH2:29][CH2:28][CH:27]([C:30](O)=[O:31])[CH2:26]2)=[N:23][CH:24]=1)#[N:18], predict the reaction product. The product is: [C:17]([C:19]1[CH:20]=[CH:21][C:22]([N:25]2[CH2:29][CH2:28][CH:27]([C:30]([NH:11][C:10]3[CH:12]=[CH:13][CH:14]=[C:8]([C:5]4[N:4]=[C:3]([C:2]([F:15])([F:1])[F:16])[O:7][N:6]=4)[CH:9]=3)=[O:31])[CH2:26]2)=[N:23][CH:24]=1)#[N:18]. (3) The product is: [F:17][C:5]1[C:6]([C:8]2[CH:13]=[CH:12][C:11]([F:14])=[CH:10][C:9]=2[O:15][CH3:16])=[CH:7][C:2]([NH:27][C:23]2[CH:22]=[C:21]([CH2:20][S:19][CH3:18])[CH:26]=[CH:25][N:24]=2)=[N:3][CH:4]=1. Given the reactants Cl[C:2]1[CH:7]=[C:6]([C:8]2[CH:13]=[CH:12][C:11]([F:14])=[CH:10][C:9]=2[O:15][CH3:16])[C:5]([F:17])=[CH:4][N:3]=1.[CH3:18][S:19][CH2:20][C:21]1[CH:26]=[CH:25][N:24]=[C:23]([NH2:27])[CH:22]=1.C(=O)([O-])[O-].[Cs+].[Cs+], predict the reaction product. (4) The product is: [CH3:39][O:1][CH:2]1[C:31]2[CH:36]=[CH:35][CH:34]=[CH:33][C:32]=2[CH2:37][N:4]2[CH:5]=[N:6][C:7]([C:8]([O:10][CH3:11])=[O:9])=[C:3]12. Given the reactants [OH:1][CH:2]([C:31]1[CH:36]=[CH:35][CH:34]=[CH:33][C:32]=1[CH2:37]O)[C:3]1[N:4]=[CH:5][N:6](C(C2C=CC=CC=2)(C2C=CC=CC=2)C2C=CC=CC=2)[C:7]=1[C:8]([O:10][CH3:11])=[O:9].[C:39](Br)(Br)(Br)Br.C1(P(C2C=CC=CC=2)C2C=CC=CC=2)C=CC=CC=1, predict the reaction product. (5) Given the reactants [N:1]1([C:8]2[CH:15]=[CH:14][C:11]([CH2:12][NH2:13])=[CH:10][C:9]=2[F:16])[CH2:7][CH2:6][CH2:5][CH2:4][CH2:3][CH2:2]1.[CH:17]1[C:26]2[C:21](=[C:22]([CH:27]([CH3:31])[C:28](O)=[O:29])[CH:23]=[CH:24][CH:25]=2)[CH:20]=[CH:19][N:18]=1.C1C2C(=C(CC(O)=O)C=CC=2)C=CN=1, predict the reaction product. The product is: [N:1]1([C:8]2[CH:15]=[CH:14][C:11]([CH2:12][NH:13][C:28](=[O:29])[CH:27]([C:22]3[CH:23]=[CH:24][CH:25]=[C:26]4[C:21]=3[CH:20]=[CH:19][N:18]=[CH:17]4)[CH3:31])=[CH:10][C:9]=2[F:16])[CH2:7][CH2:6][CH2:5][CH2:4][CH2:3][CH2:2]1.